The task is: Predict which catalyst facilitates the given reaction.. This data is from Catalyst prediction with 721,799 reactions and 888 catalyst types from USPTO. The catalyst class is: 167. Reactant: Cl[C:2]1[CH:7]=[C:6]([Cl:8])[N:5]=[C:4]([CH3:9])[N:3]=1.[B-](F)(F)(F)[CH:11]=[CH2:12].[K+].C(P(C12CC3CC(CC(C3)C1)C2)C12CC3CC(CC(C3)C1)C2)CCC. Product: [Cl:8][C:6]1[CH:7]=[C:2]([CH:11]=[CH2:12])[N:3]=[C:4]([CH3:9])[N:5]=1.